Dataset: Reaction yield outcomes from USPTO patents with 853,638 reactions. Task: Predict the reaction yield, written as a fraction of the theoretical maximum amount of product (1.0 means a 100% yield; for example, 0.34 means a 34% yield). (1) The reactants are F.F.F.C(N(CC)CC)C.[Si]([O:28][CH2:29][C@H:30]1[O:34][C@@H:33]([N:35]2[CH:42]=[C:41]([CH3:43])[C:39](=[O:40])[NH:38][C:36]2=[O:37])[C@H:32]([O:44][CH2:45][CH2:46][O:47][N:48]([CH3:50])[CH3:49])[C@@H:31]1[OH:51])(C(C)(C)C)(C1C=CC=CC=1)C1C=CC=CC=1.CO. The catalyst is C1COCC1.C(Cl)Cl. The product is [CH3:49][N:48]([CH3:50])[O:47][CH2:46][CH2:45][O:44][C@@H:32]1[C@H:31]([OH:51])[C@@H:30]([CH2:29][OH:28])[O:34][C@H:33]1[N:35]1[CH:42]=[C:41]([CH3:43])[C:39](=[O:40])[NH:38][C:36]1=[O:37]. The yield is 0.925. (2) The reactants are [C:1]([C:5]1[CH:9]=[C:8]([NH:10][C:11](=[O:16])[C:12]([F:15])([F:14])[F:13])[N:7]([CH2:17][CH:18]2[CH2:20][CH2:19]2)[N:6]=1)([CH3:4])([CH3:3])[CH3:2].S(OC)(O[CH3:25])(=O)=O. The catalyst is C1(C)C=CC=CC=1. The product is [C:1]([C:5]1[N:6]([CH3:25])[N:7]([CH2:17][CH:18]2[CH2:19][CH2:20]2)/[C:8](=[N:10]/[C:11](=[O:16])[C:12]([F:15])([F:14])[F:13])/[CH:9]=1)([CH3:4])([CH3:2])[CH3:3]. The yield is 0.544. (3) The reactants are [OH:1][C:2]1[CH:12]=[N:11][CH:10]=[CH:9][C:3]=1[C:4]([O:6][CH2:7][CH3:8])=[O:5].[C:13]([O:17][CH2:18][CH3:19])(=[O:16])[CH2:14]O.C1(P(C2C=CC=CC=2)C2C=CC=CC=2)C=CC=CC=1.CC(OC(/N=N/C(OC(C)C)=O)=O)C. The catalyst is C1COCC1. The product is [CH2:18]([O:17][C:13]([CH2:14][O:1][C:2]1[CH:12]=[N:11][CH:10]=[CH:9][C:3]=1[C:4]([O:6][CH2:7][CH3:8])=[O:5])=[O:16])[CH3:19]. The yield is 0.850. (4) The reactants are [Si]([O:8][C:9]1[CH:14]=[CH:13][C:12]([C:15](=[O:18])[CH2:16][CH3:17])=[CH:11][C:10]=1[CH2:19][CH3:20])(C(C)(C)C)(C)C. The catalyst is C1COCC1. The product is [CH2:19]([C:10]1[CH:11]=[C:12]([C:15](=[O:18])[CH2:16][CH3:17])[CH:13]=[CH:14][C:9]=1[OH:8])[CH3:20]. The yield is 1.00. (5) The reactants are Br[C:2]1[CH:11]=[CH:10][C:9]2[C:4](=[CH:5][CH:6]=[C:7]([O:12][CH2:13][CH2:14][CH2:15][CH3:16])[CH:8]=2)[CH:3]=1.C([Li])CCC.C[O:23][B:24](OC)[O:25]C.[Cl-].[NH4+]. The catalyst is O1CCCC1.CCCCCC.O. The product is [CH2:13]([O:12][C:7]1[CH:8]=[C:9]2[C:4](=[CH:5][CH:6]=1)[CH:3]=[C:2]([B:24]([OH:25])[OH:23])[CH:11]=[CH:10]2)[CH2:14][CH2:15][CH3:16]. The yield is 0.920. (6) The reactants are FC(F)(F)C(O)=O.[NH2:8][C@@H:9]([CH2:13][O:14][CH2:15][C:16]1[CH:21]=[CH:20][CH:19]=[CH:18][CH:17]=1)[C:10]([OH:12])=[O:11].[CH3:22][C:23]1[C:32]2[C:27](=[CH:28][CH:29]=[CH:30][CH:31]=2)[C:26]([S:33](Cl)(=[O:35])=[O:34])=[CH:25][CH:24]=1. No catalyst specified. The product is [CH2:15]([O:14][CH2:13][C@H:9]([NH:8][S:33]([C:26]1[C:27]2[C:32](=[CH:31][CH:30]=[CH:29][CH:28]=2)[C:23]([CH3:22])=[CH:24][CH:25]=1)(=[O:35])=[O:34])[C:10]([OH:12])=[O:11])[C:16]1[CH:21]=[CH:20][CH:19]=[CH:18][CH:17]=1. The yield is 0.440. (7) The reactants are [CH3:1][O:2][C:3](=[O:16])[C:4]1[CH:9]=[CH:8][C:7]([CH2:10][OH:11])=[CH:6][C:5]=1[NH:12][C:13](=[O:15])[CH3:14]. The catalyst is C(Cl)Cl.O=[Mn]=O. The product is [CH3:1][O:2][C:3](=[O:16])[C:4]1[CH:9]=[CH:8][C:7]([CH:10]=[O:11])=[CH:6][C:5]=1[NH:12][C:13](=[O:15])[CH3:14]. The yield is 0.680. (8) The reactants are C(N(CC)CC)C.[CH:8]([C:10]1[C:18]2[C:13](=[CH:14][CH:15]=[CH:16][CH:17]=2)[N:12](C(OC(C)(C)C)=O)[CH:11]=1)=[O:9].[F:26][C:27]1[CH:42]=[CH:41][C:30]([CH:31]=[N:32][C:33]2[CH:38]=[CH:37][CH:36]=[C:35]([O:39][CH3:40])[CH:34]=2)=[CH:29][CH:28]=1. The catalyst is [Cl-].C([N+]1C(C)=C(CCO)SC=1)C1C=CC=CC=1.C(O)C. The product is [F:26][C:27]1[CH:28]=[CH:29][C:30]([CH:31]([NH:32][C:33]2[CH:38]=[CH:37][CH:36]=[C:35]([O:39][CH3:40])[CH:34]=2)[C:8]([C:10]2[C:18]3[C:13](=[CH:14][CH:15]=[CH:16][CH:17]=3)[NH:12][CH:11]=2)=[O:9])=[CH:41][CH:42]=1. The yield is 0.260.